Predict the product of the given reaction. From a dataset of Forward reaction prediction with 1.9M reactions from USPTO patents (1976-2016). (1) Given the reactants [C:1]([O:5][C:6](=[O:19])[NH:7][C@H:8]([C:12]1[CH:17]=[CH:16][CH:15]=[C:14]([F:18])[CH:13]=1)[CH2:9][CH:10]=O)([CH3:4])([CH3:3])[CH3:2].[CH2:20]([N:22]([CH:36]1[CH2:41][CH2:40][NH:39][CH2:38][CH2:37]1)[C:23](=[O:35])[CH2:24][C:25]1[CH:30]=[CH:29][C:28]([S:31]([CH3:34])(=[O:33])=[O:32])=[CH:27][CH:26]=1)[CH3:21].C(O[BH-](OC(=O)C)OC(=O)C)(=O)C.[Na+], predict the reaction product. The product is: [C:1]([O:5][C:6](=[O:19])[NH:7][C@H:8]([C:12]1[CH:17]=[CH:16][CH:15]=[C:14]([F:18])[CH:13]=1)[CH2:9][CH2:10][N:39]1[CH2:40][CH2:41][CH:36]([N:22]([CH2:20][CH3:21])[C:23](=[O:35])[CH2:24][C:25]2[CH:30]=[CH:29][C:28]([S:31]([CH3:34])(=[O:32])=[O:33])=[CH:27][CH:26]=2)[CH2:37][CH2:38]1)([CH3:4])([CH3:3])[CH3:2]. (2) Given the reactants [CH2:1]([O:8][CH2:9][N:10]1[C:18]2[C:17]([NH2:19])=[N:16][C:15]([CH2:20][CH2:21][CH2:22][CH3:23])=[N:14][C:13]=2[C:12](I)=[CH:11]1)[C:2]1[CH:7]=[CH:6][CH:5]=[CH:4][CH:3]=1.C(N(CC)CC)C.[CH3:32][CH:33]([N:35]1[CH2:40][CH2:39][N:38]([CH2:41][CH2:42][CH2:43][C:44]#[CH:45])[CH2:37][CH2:36]1)[CH3:34], predict the reaction product. The product is: [CH2:1]([O:8][CH2:9][N:10]1[C:18]2[C:17]([NH2:19])=[N:16][C:15]([CH2:20][CH2:21][CH2:22][CH3:23])=[N:14][C:13]=2[C:12]([C:45]#[C:44][CH2:43][CH2:42][CH2:41][N:38]2[CH2:39][CH2:40][N:35]([CH:33]([CH3:34])[CH3:32])[CH2:36][CH2:37]2)=[CH:11]1)[C:2]1[CH:7]=[CH:6][CH:5]=[CH:4][CH:3]=1. (3) Given the reactants [O:1]([C:8]1[C:17]2[N:18]=[CH:19][N:20]([CH2:21][CH2:22][OH:23])[C:16]=2[C:15]2[CH:14]=[CH:13][CH:12]=[CH:11][C:10]=2[N:9]=1)[C:2]1[CH:7]=[CH:6][CH:5]=[CH:4][CH:3]=1.Cl.[N:25]1[CH:30]=[CH:29][C:28]([CH2:31]Cl)=[CH:27][CH:26]=1, predict the reaction product. The product is: [O:1]([C:8]1[C:17]2[N:18]=[CH:19][N:20]([CH2:21][CH2:22][O:23][CH2:31][C:28]3[CH:29]=[CH:30][N:25]=[CH:26][CH:27]=3)[C:16]=2[C:15]2[CH:14]=[CH:13][CH:12]=[CH:11][C:10]=2[N:9]=1)[C:2]1[CH:3]=[CH:4][CH:5]=[CH:6][CH:7]=1.